Dataset: Full USPTO retrosynthesis dataset with 1.9M reactions from patents (1976-2016). Task: Predict the reactants needed to synthesize the given product. (1) Given the product [C:19]([S:21][C@H:11]1[CH2:12][CH2:13][N:9]([C:6]2[S:7][CH:8]=[C:4]([C:1](=[O:3])[NH2:2])[N:5]=2)[CH2:10]1)(=[O:22])[CH3:20], predict the reactants needed to synthesize it. The reactants are: [C:1]([C:4]1[N:5]=[C:6]([N:9]2[CH2:13][CH2:12][C@@H:11](OS(C)(=O)=O)[CH2:10]2)[S:7][CH:8]=1)(=[O:3])[NH2:2].[C:19]([O-:22])(=[S:21])[CH3:20].[K+]. (2) The reactants are: [C:1]([C:3]1[CH:4]=[CH:5][C:6]2[N:10]=[CH:9][N:8]([C:11]3[N:19]=[C:18]4[C:14]([N:15]([CH2:33][C:34]([O:36]C)=[O:35])[C:16](=[O:32])[N:17]4[C@H:20]4[C:29]5[C:24](=[C:25]([F:31])[CH:26]=[C:27]([F:30])[CH:28]=5)[O:23][CH2:22][CH2:21]4)=[CH:13][N:12]=3)[C:7]=2[CH:38]=1)#[N:2].[OH-].[Li+]. Given the product [C:1]([C:3]1[CH:4]=[CH:5][C:6]2[N:10]=[CH:9][N:8]([C:11]3[N:19]=[C:18]4[C:14]([N:15]([CH2:33][C:34]([OH:36])=[O:35])[C:16](=[O:32])[N:17]4[C@H:20]4[C:29]5[C:24](=[C:25]([F:31])[CH:26]=[C:27]([F:30])[CH:28]=5)[O:23][CH2:22][CH2:21]4)=[CH:13][N:12]=3)[C:7]=2[CH:38]=1)#[N:2], predict the reactants needed to synthesize it. (3) Given the product [C:6]([NH:14][C:15]1[CH:24]=[C:23]([S:25][C:26]2[CH:31]=[CH:30][CH:29]=[CH:28][CH:27]=2)[CH:22]=[CH:21][C:16]=1[C:17]([OH:19])=[O:18])(=[O:13])[C:7]1[CH:8]=[CH:9][CH:10]=[CH:11][CH:12]=1, predict the reactants needed to synthesize it. The reactants are: [OH-].[Na+].C(O)C.[C:6]([NH:14][C:15]1[CH:24]=[C:23]([S:25][C:26]2[CH:31]=[CH:30][CH:29]=[CH:28][CH:27]=2)[CH:22]=[CH:21][C:16]=1[C:17]([O:19]C)=[O:18])(=[O:13])[C:7]1[CH:12]=[CH:11][CH:10]=[CH:9][CH:8]=1.Cl. (4) The reactants are: Br[C:2]1[C:3]([NH2:9])=[N:4][C:5](=[O:8])[NH:6][CH:7]=1.[NH:10]1[CH2:15][CH2:14][CH2:13][CH2:12][CH2:11]1.C(Cl)Cl. Given the product [NH2:9][C:3]1[NH:4][C:5](=[O:8])[N:6]=[CH:7][C:2]=1[N:10]1[CH2:15][CH2:14][CH2:13][CH2:12][CH2:11]1, predict the reactants needed to synthesize it.